From a dataset of Peptide-MHC class II binding affinity with 134,281 pairs from IEDB. Regression. Given a peptide amino acid sequence and an MHC pseudo amino acid sequence, predict their binding affinity value. This is MHC class II binding data. The peptide sequence is SGHAFGAMAKKGDEQ. The MHC is DRB4_0101 with pseudo-sequence DRB4_0103. The binding affinity (normalized) is 0.147.